The task is: Predict the product of the given reaction.. This data is from Forward reaction prediction with 1.9M reactions from USPTO patents (1976-2016). (1) Given the reactants C1(S([N:10]2[C:14]3=[N:15][CH:16]=[C:17]([F:19])[CH:18]=[C:13]3[CH:12]=[C:11]2[C:20]([C:27]2[CH:32]=[CH:31][C:30]([S:33]([CH3:36])(=[O:35])=[O:34])=[CH:29][CH:28]=2)(O)[CH2:21][CH:22]2[CH2:25][CH2:24][CH2:23]2)(=O)=O)C=CC=CC=1.[F-].C([N+](CCCC)(CCCC)CCCC)CCC, predict the reaction product. The product is: [CH:22]1(/[CH:21]=[C:20](/[C:11]2[NH:10][C:14]3=[N:15][CH:16]=[C:17]([F:19])[CH:18]=[C:13]3[CH:12]=2)\[C:27]2[CH:32]=[CH:31][C:30]([S:33]([CH3:36])(=[O:35])=[O:34])=[CH:29][CH:28]=2)[CH2:25][CH2:24][CH2:23]1. (2) Given the reactants Cl[C:2]1[C:7]([C:8]([N:10]2[C:19]3[C:14](=[CH:15][CH:16]=[CH:17][CH:18]=3)[CH2:13][CH2:12][CH2:11]2)=[O:9])=[CH:6][CH:5]=[CH:4][N:3]=1.[Cl:20][C:21]1[CH:22]=[C:23]([OH:28])[CH:24]=[CH:25][C:26]=1[Cl:27].C(=O)([O-])[O-].[K+].[K+], predict the reaction product. The product is: [Cl:20][C:21]1[CH:22]=[C:23]([CH:24]=[CH:25][C:26]=1[Cl:27])[O:28][C:2]1[C:7]([C:8]([N:10]2[C:19]3[C:14](=[CH:15][CH:16]=[CH:17][CH:18]=3)[CH2:13][CH2:12][CH2:11]2)=[O:9])=[CH:6][CH:5]=[CH:4][N:3]=1. (3) The product is: [Cl:15][C:8]1[N:6]2[CH:7]=[C:2]([C:21]3[O:20][CH:24]=[CH:23][CH:22]=3)[CH:3]=[C:4]([C:16]([F:19])([F:18])[F:17])[C:5]2=[N:10][C:9]=1[C:11]([O:13][CH3:14])=[O:12]. Given the reactants Br[C:2]1[CH:3]=[C:4]([C:16]([F:19])([F:18])[F:17])[C:5]2[N:6]([C:8]([Cl:15])=[C:9]([C:11]([O:13][CH3:14])=[O:12])[N:10]=2)[CH:7]=1.[O:20]1[CH:24]=[CH:23][CH:22]=[C:21]1B(O)O.P([O-])([O-])([O-])=O.[K+].[K+].[K+], predict the reaction product. (4) Given the reactants [O:1]=[C:2]1[C:10]2([C:22]3[C:13](=[CH:14][C:15]4[O:20][CH2:19][CH2:18][O:17][C:16]=4[CH:21]=3)[O:12][CH2:11]2)[C:9]2[C:4](=[CH:5][CH:6]=[CH:7][CH:8]=2)[N:3]1[CH2:23][C:24](O)=[O:25].[F:27][C:28]1[CH:34]=[CH:33][CH:32]=[CH:31][C:29]=1[NH2:30].C(N(CC)CC)C.C(OC1C=CC2C(=CC=CC=2)N1C(OCC)=O)C, predict the reaction product. The product is: [F:27][C:28]1[CH:34]=[CH:33][CH:32]=[CH:31][C:29]=1[NH:30][C:24](=[O:25])[CH2:23][N:3]1[C:4]2[C:9](=[CH:8][CH:7]=[CH:6][CH:5]=2)[C:10]2([C:22]3[C:13](=[CH:14][C:15]4[O:20][CH2:19][CH2:18][O:17][C:16]=4[CH:21]=3)[O:12][CH2:11]2)[C:2]1=[O:1]. (5) Given the reactants [H-].[Na+].Br[CH2:4][C:5]1[C:10]([CH3:11])=[CH:9][C:8]([CH3:12])=[CH:7][C:6]=1[CH3:13].[S:14]([C:25]1[CH:30]=[CH:29][CH:28]=[CH:27][CH:26]=1)[C@H:15]1[O:23][C@@H:22]([CH3:24])[C@@H:20]([OH:21])[C@@H:18]([OH:19])[C@@H:16]1[OH:17], predict the reaction product. The product is: [CH3:13][C:6]1[CH:7]=[C:8]([CH3:12])[CH:9]=[C:10]([CH3:11])[C:5]=1[CH2:4][O:17][C@H:16]1[C@H:18]([O:19][CH2:4][C:5]2[C:10]([CH3:11])=[CH:9][C:8]([CH3:12])=[CH:7][C:6]=2[CH3:13])[C@H:20]([O:21][CH2:4][C:5]2[C:10]([CH3:11])=[CH:9][C:8]([CH3:12])=[CH:7][C:6]=2[CH3:13])[C@H:22]([CH3:24])[O:23][C@@H:15]1[S:14][C:25]1[CH:26]=[CH:27][CH:28]=[CH:29][CH:30]=1. (6) Given the reactants Cl[CH2:2][C:3]1[CH:12]=[CH:11][C:10]([OH:13])=[C:9]2[C:4]=1[CH:5]=[CH:6][CH:7]=[N:8]2.[CH2:14]([NH:17][CH2:18][CH2:19][O:20][C:21]([N:23]1[CH2:28][CH2:27][NH:26][CH2:25][CH2:24]1)=[O:22])[C:15]#[CH:16], predict the reaction product. The product is: [CH2:14]([NH:17][CH2:18][CH2:19][O:20][C:21]([N:23]1[CH2:28][CH2:27][N:26]([CH2:2][C:3]2[CH:12]=[CH:11][C:10]([OH:13])=[C:9]3[C:4]=2[CH:5]=[CH:6][CH:7]=[N:8]3)[CH2:25][CH2:24]1)=[O:22])[C:15]#[CH:16]. (7) Given the reactants [C:1]([NH:8][C:9]1[S:10][CH:11]=[CH:12][C:13]=1[C:14]1[CH:19]=[CH:18][CH:17]=[CH:16][CH:15]=1)([O:3][C:4]([CH3:7])([CH3:6])[CH3:5])=[O:2].[Cl:20]N1C(=O)CCC1=O, predict the reaction product. The product is: [C:1]([NH:8][C:9]1[S:10][C:11]([Cl:20])=[CH:12][C:13]=1[C:14]1[CH:19]=[CH:18][CH:17]=[CH:16][CH:15]=1)([O:3][C:4]([CH3:7])([CH3:6])[CH3:5])=[O:2].